Dataset: Full USPTO retrosynthesis dataset with 1.9M reactions from patents (1976-2016). Task: Predict the reactants needed to synthesize the given product. (1) Given the product [N:9]1[CH:8]=[CH:13][N:12]=[C:11]2[NH:14][CH:15]=[C:16]([C:17]([OH:18])=[O:29])[C:10]=12, predict the reactants needed to synthesize it. The reactants are: C(N1C=C([C:8]2[N:9]=[C:10]3[C:16]([CH:17]=[O:18])=[CH:15][N:14](COCC[Si](C)(C)C)[C:11]3=[N:12][CH:13]=2)C=N1)C.S(=O)(=O)([OH:29])N.[O-]Cl=O.[Na+].OP([O-])(O)=O.[K+]. (2) Given the product [Cl:1][C:2]1[CH:7]=[CH:6][C:5]([Cl:8])=[CH:4][C:3]=1[C:9]1[CH:14]=[CH:13][N:12]([CH:15]([CH3:19])[C:16]([NH:21][C:22]2[CH:34]=[CH:33][C:25]([C:26]([O:28][C:29]([CH3:30])([CH3:31])[CH3:32])=[O:27])=[CH:24][CH:23]=2)=[O:18])[C:11](=[O:20])[CH:10]=1, predict the reactants needed to synthesize it. The reactants are: [Cl:1][C:2]1[CH:7]=[CH:6][C:5]([Cl:8])=[CH:4][C:3]=1[C:9]1[CH:14]=[CH:13][N:12]([CH:15]([CH3:19])[C:16]([OH:18])=O)[C:11](=[O:20])[CH:10]=1.[NH2:21][C:22]1[CH:34]=[CH:33][C:25]([C:26]([O:28][C:29]([CH3:32])([CH3:31])[CH3:30])=[O:27])=[CH:24][CH:23]=1. (3) Given the product [CH3:51][O:50][N:49]([CH3:48])[C:13]([C:14]1[NH:4][C:3]2[C:2]([CH:16]=1)=[CH:8][C:7]([C:9]([F:12])([F:11])[F:10])=[CH:6][CH:5]=2)=[O:18], predict the reactants needed to synthesize it. The reactants are: I[C:2]1[CH:8]=[C:7]([C:9]([F:12])([F:11])[F:10])[CH:6]=[CH:5][C:3]=1[NH2:4].[C:13]([OH:18])(=O)[C:14]([CH3:16])=O.C1N2CCN(CC2)C1.S([O-])([O-])(=O)=O.[Mg+2].C(Cl)CCl.C1C=CC2N(O)N=NC=2C=1.Cl.[CH3:48][NH:49][O:50][CH3:51].CCN(C(C)C)C(C)C. (4) Given the product [NH2:21][CH:6]([C:5]1[CH:8]=[CH:9][C:2]([Cl:1])=[CH:3][CH:4]=1)[CH2:11][C:10]([OH:16])=[O:15], predict the reactants needed to synthesize it. The reactants are: [Cl:1][C:2]1[CH:9]=[CH:8][C:5]([CH:6]=O)=[CH:4][CH:3]=1.[C:10]([OH:16])(=[O:15])[CH2:11]C(O)=O.C([O-])(=O)C.[NH4+:21].